This data is from Forward reaction prediction with 1.9M reactions from USPTO patents (1976-2016). The task is: Predict the product of the given reaction. (1) Given the reactants [Cl:1][C:2]1[CH:10]=[C:9]([O:11]C)[CH:8]=[C:7]([Cl:13])[C:3]=1[C:4]([OH:6])=[O:5].B(Br)(Br)Br, predict the reaction product. The product is: [Cl:1][C:2]1[CH:10]=[C:9]([OH:11])[CH:8]=[C:7]([Cl:13])[C:3]=1[C:4]([OH:6])=[O:5]. (2) The product is: [CH:1]1([C:6]2([CH2:7][CH2:8][C:9]3[CH:14]=[CH:13][C:12]([C:15]4([C:20]#[N:21])[CH2:16][CH2:17][CH2:18][CH2:19]4)=[C:11]([F:22])[CH:10]=3)[CH2:23][C:24](=[O:25])[CH2:29][C:28](=[O:30])[O:27]2)[CH2:2][CH2:3][CH2:4][CH2:5]1. Given the reactants [CH:1]1([C:6](O)([CH2:23][C:24]2[O:25]C(C)(C)[O:27][C:28](=[O:30])[CH:29]=2)[C:7]#[C:8][C:9]2[CH:14]=[CH:13][C:12]([C:15]3([C:20]#[N:21])[CH2:19][CH2:18][CH2:17][CH2:16]3)=[C:11]([F:22])[CH:10]=2)[CH2:5][CH2:4][CH2:3][CH2:2]1.C1(C(O)(CC2OC(C)(C)OC(=O)C=2)C#CC2C=CC(C(C)(C)C#N)=C(F)C=2)CCCC1, predict the reaction product. (3) Given the reactants [CH3:1][O:2][C:3]1[C:12]2[CH2:13][N:14]([CH2:17][C:18]3[CH:23]=[CH:22][C:21]([C:24]([F:27])([F:26])[F:25])=[CH:20][CH:19]=3)[C:15](=[O:16])[C:11]=2[C:10]([O:28]CC2C=CC(OC)=CC=2)=[C:9]2[C:4]=1[CH:5]=[CH:6][CH:7]=[N:8]2.C([SiH](CC)CC)C.FC(F)(F)C(O)=O, predict the reaction product. The product is: [OH:28][C:10]1[C:11]2[C:15](=[O:16])[N:14]([CH2:17][C:18]3[CH:23]=[CH:22][C:21]([C:24]([F:27])([F:26])[F:25])=[CH:20][CH:19]=3)[CH2:13][C:12]=2[C:3]([O:2][CH3:1])=[C:4]2[C:9]=1[N:8]=[CH:7][CH:6]=[CH:5]2. (4) The product is: [CH3:18][O:19][C:20]1[C:25]2[O:26][C@@H:27]([CH2:30][N:16]3[CH:11]4[CH2:12][CH2:13][CH:14]3[CH2:15][C:9]([C:4]3[CH:5]=[CH:6][CH:7]=[CH:8][C:3]=3[O:2][CH3:1])([OH:17])[CH2:10]4)[CH2:28][O:29][C:24]=2[CH:23]=[CH:22][CH:21]=1. Given the reactants [CH3:1][O:2][C:3]1[CH:8]=[CH:7][CH:6]=[CH:5][C:4]=1[C:9]1([OH:17])[CH2:15][CH:14]2[NH:16][CH:11]([CH2:12][CH2:13]2)[CH2:10]1.[CH3:18][O:19][C:20]1[C:25]2[O:26][C@H:27]([CH2:30]OS(C3C=CC(C)=CC=3)(=O)=O)[CH2:28][O:29][C:24]=2[CH:23]=[CH:22][CH:21]=1, predict the reaction product. (5) Given the reactants [C:1]([NH:4][C:5]1[CH:10]=[CH:9][C:8]([NH:11][C:12](=[O:19])OCC(Cl)(Cl)Cl)=[CH:7][CH:6]=1)(=[O:3])[CH3:2].[C:20]1([C:26]2[N:27]=[C:28]([N:31]3[CH2:36][CH2:35][NH:34][CH2:33][CH2:32]3)[S:29][CH:30]=2)[CH:25]=[CH:24][CH:23]=[CH:22][CH:21]=1.C(N(C(C)C)CC)(C)C.CS(C)=O, predict the reaction product. The product is: [C:1]([NH:4][C:5]1[CH:6]=[CH:7][C:8]([NH:11][C:12]([N:34]2[CH2:35][CH2:36][N:31]([C:28]3[S:29][CH:30]=[C:26]([C:20]4[CH:25]=[CH:24][CH:23]=[CH:22][CH:21]=4)[N:27]=3)[CH2:32][CH2:33]2)=[O:19])=[CH:9][CH:10]=1)(=[O:3])[CH3:2]. (6) Given the reactants CC1C=CC(N[C:9](=[O:24])C2C=CC(CN3CCN(C)CC3)=CC=2)=CC=1NC1SC=C(C2C=NC=C(C)C=2)N=1.I[C:39]1[CH:40]=[C:41]([CH:64]=[CH:65][C:66]=1[CH2:67]N1CCN(C)CC1)[C:42]([NH:44][C:45]1[CH:50]=[CH:49][C:48]([CH3:51])=[C:47]([CH2:52][C:53]2[S:54][CH:55]=[C:56]([C:58]3[CH:59]=[N:60][CH:61]=[CH:62][CH:63]=3)[N:57]=2)[CH:46]=1)=[O:43].[CH3:75]C1C=CC(NC(=O)C2C=CC(CNC(NC3C=CC(C(F)(F)F)=CC=3)=O)=CC=2)=CC=1NC1SC=C(C2C=NC=CC=2)N=1.BrC1C=C(C=C(Br)C=1CN1CCCCC1)C(NC1C=CC(C)=C(NC2SC=C(C3C=NC=CC=3)N=2)C=1)=O.CN1CCN(CC2C=CC(C(NC3C=CC(C)=C(NC4SC=C(C5C=CC=CN=5)N=4)C=3)=O)=CC=2)CC1.FC1C=C(C2N=C(NC3C=C(NC(=O)C4C=CC(CN5CCN(C)CC5)=CC=4)C=CC=3C)SC=2)C=CC=1, predict the reaction product. The product is: [CH3:9][O:24][CH:67]([C:66]1[CH:65]=[CH:64][C:41]([C:42]([NH:44][C:45]2[CH:50]=[CH:49][C:48]([CH3:51])=[C:47]([CH2:52][C:53]3[S:54][CH:55]=[C:56]([C:58]4[CH:59]=[N:60][CH:61]=[CH:62][CH:63]=4)[N:57]=3)[CH:46]=2)=[O:43])=[CH:40][CH:39]=1)[CH3:75]. (7) Given the reactants [OH:1][C@@H:2]([CH2:24][NH:25][CH3:26])[CH2:3][NH:4][C:5]([C@@H:7]([NH:12][C:13]([C:15]1[S:16][C:17]2[CH:23]=[CH:22][CH:21]=[CH:20][C:18]=2[CH:19]=1)=[O:14])[CH2:8][CH:9]([CH3:11])[CH3:10])=[O:6].[C:27]([C:29]1[CH:34]=[CH:33][CH:32]=[CH:31][C:30]=1[S:35](Cl)(=[O:37])=[O:36])#[N:28], predict the reaction product. The product is: [C:27]([C:29]1[CH:34]=[CH:33][CH:32]=[CH:31][C:30]=1[S:35]([N:25]([CH3:26])[CH2:24][C@H:2]([OH:1])[CH2:3][NH:4][C:5]([C@@H:7]([NH:12][C:13]([C:15]1[S:16][C:17]2[CH:23]=[CH:22][CH:21]=[CH:20][C:18]=2[CH:19]=1)=[O:14])[CH2:8][CH:9]([CH3:11])[CH3:10])=[O:6])(=[O:37])=[O:36])#[N:28]. (8) Given the reactants [NH:1]1[CH:5]=[CH:4][CH:3]=[CH:2]1.[Cl:6][C:7]([Cl:12])([Cl:11])[C:8](Cl)=[O:9], predict the reaction product. The product is: [Cl:6][C:7]([Cl:12])([Cl:11])[C:8]([C:2]1[NH:1][CH:5]=[CH:4][CH:3]=1)=[O:9].